From a dataset of Peptide-MHC class I binding affinity with 185,985 pairs from IEDB/IMGT. Regression. Given a peptide amino acid sequence and an MHC pseudo amino acid sequence, predict their binding affinity value. This is MHC class I binding data. (1) The peptide sequence is RRDNRRYL. The MHC is Mamu-B03 with pseudo-sequence Mamu-B03. The binding affinity (normalized) is 0.709. (2) The peptide sequence is EDQLLPFMS. The MHC is HLA-B44:02 with pseudo-sequence HLA-B44:02. The binding affinity (normalized) is 0.0324. (3) The peptide sequence is KPYYPEHL. The MHC is H-2-Kb with pseudo-sequence H-2-Kb. The binding affinity (normalized) is 0.0735. (4) The peptide sequence is DVEKRILNTI. The MHC is HLA-A02:01 with pseudo-sequence HLA-A02:01. The binding affinity (normalized) is 0. (5) The peptide sequence is HIMPNSFRV. The MHC is HLA-B27:05 with pseudo-sequence HLA-B27:05. The binding affinity (normalized) is 0.0847. (6) The peptide sequence is YTKIVTNIL. The MHC is HLA-A01:01 with pseudo-sequence HLA-A01:01. The binding affinity (normalized) is 0.213. (7) The peptide sequence is AARGRTGVL. The MHC is BoLA-HD6 with pseudo-sequence BoLA-HD6. The binding affinity (normalized) is 0.674.